From a dataset of NCI-60 drug combinations with 297,098 pairs across 59 cell lines. Regression. Given two drug SMILES strings and cell line genomic features, predict the synergy score measuring deviation from expected non-interaction effect. Drug 1: CC1=C(C=C(C=C1)NC2=NC=CC(=N2)N(C)C3=CC4=NN(C(=C4C=C3)C)C)S(=O)(=O)N.Cl. Drug 2: B(C(CC(C)C)NC(=O)C(CC1=CC=CC=C1)NC(=O)C2=NC=CN=C2)(O)O. Cell line: SNB-75. Synergy scores: CSS=2.31, Synergy_ZIP=-1.12, Synergy_Bliss=-0.418, Synergy_Loewe=0.143, Synergy_HSA=0.0767.